This data is from Catalyst prediction with 721,799 reactions and 888 catalyst types from USPTO. The task is: Predict which catalyst facilitates the given reaction. (1) Reactant: [Cl:1][C:2]1[CH:7]=[C:6]([NH:8][C:9]2[CH:14]=[C:13](F)[N:12]=[CH:11][N:10]=2)[C:5](=[O:16])[N:4]2[C:17]([C:22]3[CH:27]=[CH:26][CH:25]=[C:24]([Cl:28])[CH:23]=3)([CH3:21])[NH:18][C:19](=[O:20])[C:3]=12.[C:29]([NH-:31])#[N:30].[Na+].O.Cl. Product: [Cl:1][C:2]1[CH:7]=[C:6]([NH:8][C:9]2[N:10]=[CH:11][N:12]=[C:13]([NH:31][C:29]#[N:30])[CH:14]=2)[C:5](=[O:16])[N:4]2[C:17]([C:22]3[CH:27]=[CH:26][CH:25]=[C:24]([Cl:28])[CH:23]=3)([CH3:21])[NH:18][C:19](=[O:20])[C:3]=12. The catalyst class is: 60. (2) Reactant: [Cl:1][C:2]1[C:3]([C:8]2[N:12]([CH2:13][C:14]([F:17])([F:16])[F:15])[N:11]=[CH:10][C:9]=2[C:18]([OH:20])=O)=[N:4][CH:5]=[CH:6][CH:7]=1.CN(C=O)C.S(Cl)([Cl:28])=O. Product: [Cl:1][C:2]1[C:3]([C:8]2[N:12]([CH2:13][C:14]([F:17])([F:16])[F:15])[N:11]=[CH:10][C:9]=2[C:18]([Cl:28])=[O:20])=[N:4][CH:5]=[CH:6][CH:7]=1. The catalyst class is: 11. (3) Reactant: [F:1][C:2]1[CH:3]=[C:4]([N+:9]([O-:11])=[O:10])[CH:5]=[CH:6][C:7]=1F.[C:12]([C:17]1[CH:22]=[CH:21][C:20]([OH:23])=[CH:19][CH:18]=1)([CH2:15][CH3:16])([CH3:14])[CH3:13].C([O-])([O-])=O.[K+].[K+]. Product: [F:1][C:2]1[CH:3]=[C:4]([N+:9]([O-:11])=[O:10])[CH:5]=[CH:6][C:7]=1[O:23][C:20]1[CH:21]=[CH:22][C:17]([C:12]([CH2:15][CH3:16])([CH3:13])[CH3:14])=[CH:18][CH:19]=1. The catalyst class is: 16. (4) Product: [S:1]1[CH:5]=[CH:4][CH:3]=[C:2]1[C:6]1[S:10][C:30]([CH:32]=[N:13][C:14]2[S:15][C:16]([N:29]=[CH:11][C:9]3[S:10][C:6]([C:2]4[S:1][CH:5]=[CH:4][CH:3]=4)=[CH:7][CH:8]=3)=[C:17]([C:24]([O:26][CH2:27][CH3:28])=[O:25])[C:18]=2[C:19]([O:21][CH2:22][CH3:23])=[O:20])=[CH:8][CH:7]=1. The catalyst class is: 32. Reactant: [S:1]1[CH:5]=[CH:4][CH:3]=[C:2]1[C:6]1[S:10][C:9]([CH:11]=O)=[CH:8][CH:7]=1.[NH2:13][C:14]1[S:15][C:16]([NH2:29])=[C:17]([C:24]([O:26][CH2:27][CH3:28])=[O:25])[C:18]=1[C:19]([O:21][CH2:22][CH3:23])=[O:20].[C:30](O)([C:32](F)(F)F)=O. (5) Reactant: [C:1]1(S([O-])(=O)=O)[C:10]2[C:5](=[CH:6][CH:7]=CC=2)[CH:4]=[CH:3][CH:2]=1.[Na+].C=O.P([O-])([O-])([O-])=O.[K+].[K+].[K+].[CH3:26][CH:27]([C:29]1CC[C@H]2C(=CC[C@H]3[C@@](C(O)=O)(C)CCC[C@@]32C)[CH:30]=1)C.[OH-].[K+].S([O-])[O-].C=O.[Na+].[Na+].C=CC1C=CC=CC=1.[N:65]1([CH2:70][CH2:71][CH:72]=[CH:73][C:74]2[CH:79]=[CH:78][CH:77]=[CH:76][CH:75]=2)[CH2:69][CH2:68][CH2:67][CH2:66]1.CC(C(C(C(S)(C)C)(C)C)(C)C)C. Product: [CH2:7]=[CH:6][C:5]1[CH:10]=[CH:1][CH:2]=[CH:3][CH:4]=1.[CH2:26]=[CH:27][CH:29]=[CH2:30].[N:65]1([CH2:70][CH2:71][CH:72]=[CH:73][C:74]2[CH:75]=[CH:76][CH:77]=[CH:78][CH:79]=2)[CH2:69][CH2:68][CH2:67][CH2:66]1. The catalyst class is: 6. (6) Reactant: [CH2:1]([C:5]1[N:6]=[C:7]([C:22]2[CH:27]=[CH:26][C:25]([C:28]([F:31])([F:30])[F:29])=[CH:24][CH:23]=2)[S:8][C:9]=1[CH2:10][O:11][C:12]1[CH:17]=[CH:16][C:15]([CH2:18][C:19]#[N:20])=[C:14]([Cl:21])[CH:13]=1)[CH2:2][CH2:3][CH3:4].Cl.[NH2:33][OH:34].C(N(CC)CC)C. Product: [CH2:1]([C:5]1[N:6]=[C:7]([C:22]2[CH:23]=[CH:24][C:25]([C:28]([F:29])([F:31])[F:30])=[CH:26][CH:27]=2)[S:8][C:9]=1[CH2:10][O:11][C:12]1[CH:17]=[CH:16][C:15]([CH2:18][C:19]([NH:33][OH:34])=[NH:20])=[C:14]([Cl:21])[CH:13]=1)[CH2:2][CH2:3][CH3:4]. The catalyst class is: 83. (7) Reactant: [OH:1][CH2:2][C:3]1([CH3:40])[C:8](=[O:9])[N:7]([CH2:10][CH2:11][CH2:12][CH2:13][O:14][CH3:15])[C:6]2[CH:16]=[C:17]([C:21]([N:23]([CH:37]([CH3:39])[CH3:38])[C@@H:24]3[CH2:29][CH2:28][CH2:27][N:26]([C:30]([O:32][C:33]([CH3:36])([CH3:35])[CH3:34])=[O:31])[CH2:25]3)=[O:22])[C:18]([CH3:20])=[CH:19][C:5]=2[O:4]1.[CH:41]([N:44]([CH:47]([CH3:49])C)[CH2:45]C)([CH3:43])C.N1CCCC1.[OH2:55]. Product: [CH:37]([N:23]([C:21]([C:17]1[C:18]([CH3:20])=[CH:19][C:5]2[O:4][C:3]([CH3:40])([CH2:2][O:1][C:45]([N:44]3[CH2:41][CH2:43][CH2:49][CH2:47]3)=[O:55])[C:8](=[O:9])[N:7]([CH2:10][CH2:11][CH2:12][CH2:13][O:14][CH3:15])[C:6]=2[CH:16]=1)=[O:22])[C@@H:24]1[CH2:29][CH2:28][CH2:27][N:26]([C:30]([O:32][C:33]([CH3:34])([CH3:36])[CH3:35])=[O:31])[CH2:25]1)([CH3:38])[CH3:39]. The catalyst class is: 7.